From a dataset of Reaction yield outcomes from USPTO patents with 853,638 reactions. Predict the reaction yield, written as a fraction of the theoretical maximum amount of product (1.0 means a 100% yield; for example, 0.34 means a 34% yield). (1) The reactants are I[CH2:2][CH2:3][O:4][CH2:5][CH2:6][O:7][CH2:8][CH2:9]I.C([O-])([O-])=O.[Na+].[Na+].[C:17]1([CH2:23][NH2:24])[CH:22]=[CH:21][CH:20]=[CH:19][CH:18]=1. The catalyst is CC#N. The product is [CH2:23]([N:24]1[CH2:9][CH2:8][O:7][CH2:6][CH2:5][O:4][CH2:3][CH2:2]1)[C:17]1[CH:22]=[CH:21][CH:20]=[CH:19][CH:18]=1. The yield is 0.309. (2) The reactants are Br[C:2]1[CH:15]=[CH:14][C:13]2[N:12]([C:16]3[CH:21]=[CH:20][CH:19]=[CH:18][CH:17]=3)[C:11]3[C:6](=[CH:7][C:8]([C:22]4[CH:27]=[CH:26][CH:25]=[CH:24][CH:23]=4)=[CH:9][CH:10]=3)[C:5]([CH3:29])([CH3:28])[C:4]=2[CH:3]=1.[CH2:30](O)[CH3:31].C(=O)([O-])[O-].[K+].[K+].[C:39]1([CH3:45])[CH:44]=[CH:43][CH:42]=[CH:41][CH:40]=1. The catalyst is C1C=CC([P]([Pd]([P](C2C=CC=CC=2)(C2C=CC=CC=2)C2C=CC=CC=2)([P](C2C=CC=CC=2)(C2C=CC=CC=2)C2C=CC=CC=2)[P](C2C=CC=CC=2)(C2C=CC=CC=2)C2C=CC=CC=2)(C2C=CC=CC=2)C2C=CC=CC=2)=CC=1. The product is [C:39]1([C:45]2[CH:31]=[CH:30][CH:29]=[CH:5][CH:28]=2)[CH:44]=[CH:43][C:42]([N:12]([C:11]2[CH:10]=[CH:9][C:8]([C:22]3[CH:27]=[CH:26][CH:25]=[CH:24][CH:23]=3)=[CH:7][CH:6]=2)[C:25]2[CH:26]=[CH:27][C:22]([C:8]3[CH:9]=[CH:10][C:11]4[N:12]([C:16]5[CH:17]=[CH:18][CH:19]=[CH:20][CH:21]=5)[C:13]5[C:4](=[CH:3][C:2]([C:15]6[CH:2]=[CH:3][CH:4]=[CH:13][CH:14]=6)=[CH:15][CH:14]=5)[C:5]([CH3:29])([CH3:28])[C:6]=4[CH:7]=3)=[CH:23][CH:24]=2)=[CH:41][CH:40]=1. The yield is 0.640.